Dataset: Peptide-MHC class I binding affinity with 185,985 pairs from IEDB/IMGT. Task: Regression. Given a peptide amino acid sequence and an MHC pseudo amino acid sequence, predict their binding affinity value. This is MHC class I binding data. (1) The peptide sequence is RAIRGEQLL. The MHC is HLA-B27:05 with pseudo-sequence HLA-B27:05. The binding affinity (normalized) is 0.160. (2) The peptide sequence is TPRDLGACI. The MHC is HLA-A30:01 with pseudo-sequence HLA-A30:01. The binding affinity (normalized) is 0.118. (3) The binding affinity (normalized) is 0.0847. The MHC is HLA-B39:01 with pseudo-sequence HLA-B39:01. The peptide sequence is GFAIPIILK. (4) The peptide sequence is ETKKTMLAL. The MHC is HLA-B38:01 with pseudo-sequence HLA-B38:01. The binding affinity (normalized) is 0.0847. (5) The peptide sequence is KLQPSDTLL. The MHC is HLA-A68:02 with pseudo-sequence HLA-A68:02. The binding affinity (normalized) is 0.0847. (6) The peptide sequence is ESASKSASVY. The MHC is HLA-A30:02 with pseudo-sequence HLA-A30:02. The binding affinity (normalized) is 0.400. (7) The peptide sequence is AIFQRSMTR. The MHC is HLA-A03:01 with pseudo-sequence HLA-A03:01. The binding affinity (normalized) is 0.666. (8) The peptide sequence is WSFLEDRVY. The MHC is HLA-A11:01 with pseudo-sequence HLA-A11:01. The binding affinity (normalized) is 0.0847.